This data is from Reaction yield outcomes from USPTO patents with 853,638 reactions. The task is: Predict the reaction yield, written as a fraction of the theoretical maximum amount of product (1.0 means a 100% yield; for example, 0.34 means a 34% yield). The reactants are [CH:1]1([N:4]2[C:8]3[C:9]([O:22][C@@H:23]([C@H:25]4[CH2:29][NH:28][C:27](=[O:30])[CH2:26]4)[CH3:24])=[CH:10][C:11](B4OC(C)(C)C(C)(C)O4)=[CH:12][C:7]=3[N:6]=[CH:5]2)[CH2:3][CH2:2]1.Br[C:32]1[S:33][C:34]([CH3:37])=[N:35][N:36]=1.C([O-])([O-])=O.[Na+].[Na+].N#N. The catalyst is C1C=CC([P]([Pd]([P](C2C=CC=CC=2)(C2C=CC=CC=2)C2C=CC=CC=2)([P](C2C=CC=CC=2)(C2C=CC=CC=2)C2C=CC=CC=2)[P](C2C=CC=CC=2)(C2C=CC=CC=2)C2C=CC=CC=2)(C2C=CC=CC=2)C2C=CC=CC=2)=CC=1.C(Cl)Cl.COCCOC. The product is [CH:1]1([N:4]2[C:8]3[C:9]([O:22][C@@H:23]([C@H:25]4[CH2:29][NH:28][C:27](=[O:30])[CH2:26]4)[CH3:24])=[CH:10][C:11]([C:32]4[S:33][C:34]([CH3:37])=[N:35][N:36]=4)=[CH:12][C:7]=3[N:6]=[CH:5]2)[CH2:3][CH2:2]1. The yield is 0.519.